From a dataset of Full USPTO retrosynthesis dataset with 1.9M reactions from patents (1976-2016). Predict the reactants needed to synthesize the given product. Given the product [CH:18]1([S:21]([NH:1][C@@H:4]2[CH2:8][N:7]([C:9]([O:11][C:12]([CH3:15])([CH3:14])[CH3:13])=[O:10])[C@H:6]([CH2:16][CH3:17])[CH2:5]2)(=[O:23])=[O:22])[CH2:20][CH2:19]1, predict the reactants needed to synthesize it. The reactants are: [N:1]([C@@H:4]1[CH2:8][N:7]([C:9]([O:11][C:12]([CH3:15])([CH3:14])[CH3:13])=[O:10])[C@H:6]([CH2:16][CH3:17])[CH2:5]1)=[N+]=[N-].[CH:18]1([S:21](Cl)(=[O:23])=[O:22])[CH2:20][CH2:19]1.